Dataset: Full USPTO retrosynthesis dataset with 1.9M reactions from patents (1976-2016). Task: Predict the reactants needed to synthesize the given product. (1) The reactants are: [CH3:1][O:2][C:3]1[CH:4]=[C:5]([C:9](=[O:11])[CH3:10])[CH:6]=[CH:7][CH:8]=1.C(O)(=O)C.[Br:16]Br. Given the product [Br:16][CH2:10][C:9]([C:5]1[CH:6]=[CH:7][CH:8]=[C:3]([O:2][CH3:1])[CH:4]=1)=[O:11], predict the reactants needed to synthesize it. (2) Given the product [CH3:35][CH:36]1[N:34]([CH3:38])[C:33](=[O:39])[C:32]2[CH:40]=[CH:41][C:29]([O:7][C:8]3[CH:9]=[C:10]([CH:20]=[C:21]([O:23][C@@H:24]([CH3:27])[CH2:25][OH:26])[CH:22]=3)[C:11]([NH:13][C:14]3[S:18][N:17]=[C:16]([CH3:19])[N:15]=3)=[O:12])=[CH:30][C:31]=2[O:37]1, predict the reactants needed to synthesize it. The reactants are: C(=O)([O-])[O-].[Cs+].[Cs+].[OH:7][C:8]1[CH:9]=[C:10]([CH:20]=[C:21]([O:23][C@@H:24]([CH3:27])[CH2:25][OH:26])[CH:22]=1)[C:11]([NH:13][C:14]1[S:18][N:17]=[C:16]([CH3:19])[N:15]=1)=[O:12].F[C:29]1[CH:41]=[CH:40][C:32]2[C:33](=[O:39])[N:34]([CH3:38])[CH2:35][CH2:36][O:37][C:31]=2[CH:30]=1. (3) Given the product [O:23]=[S:24]1(=[O:48])[CH2:25][CH2:26][CH:27]([O:30][C:31]2[CH:38]=[CH:37][C:36]([C:2]3[C:3]4[CH:10]=[C:9]([C:11]5[CH:16]=[CH:15][C:14]([N:17]6[CH2:22][CH2:21][O:20][CH2:19][CH2:18]6)=[CH:13][CH:12]=5)[NH:8][C:4]=4[N:5]=[CH:6][N:7]=3)=[CH:35][C:32]=2[C:33]#[N:34])[CH2:28][CH2:29]1, predict the reactants needed to synthesize it. The reactants are: Cl[C:2]1[C:3]2[CH:10]=[C:9]([C:11]3[CH:16]=[CH:15][C:14]([N:17]4[CH2:22][CH2:21][O:20][CH2:19][CH2:18]4)=[CH:13][CH:12]=3)[NH:8][C:4]=2[N:5]=[CH:6][N:7]=1.[O:23]=[S:24]1(=[O:48])[CH2:29][CH2:28][CH:27]([O:30][C:31]2[CH:38]=[CH:37][C:36](B3OC(C)(C)C(C)(C)O3)=[CH:35][C:32]=2[C:33]#[N:34])[CH2:26][CH2:25]1.ClCCl.C(=O)([O-])[O-].[Na+].[Na+].